This data is from Catalyst prediction with 721,799 reactions and 888 catalyst types from USPTO. The task is: Predict which catalyst facilitates the given reaction. (1) Reactant: C(#N)C.[N+:4]([C:7]1[CH:12]=[CH:11][CH:10]=[CH:9][C:8]=1[CH:13]([NH:15][CH2:16][C:17]#[N:18])[CH3:14])([O-:6])=[O:5].C([O-])(O)=O.[Na+].Cl[C:25]([O:27][CH2:28][CH3:29])=[O:26]. Product: [C:17]([CH2:16][N:15]([CH:13]([C:8]1[CH:9]=[CH:10][CH:11]=[CH:12][C:7]=1[N+:4]([O-:6])=[O:5])[CH3:14])[C:25](=[O:26])[O:27][CH2:28][CH3:29])#[N:18]. The catalyst class is: 795. (2) Reactant: [C:1]1([C:7]2[O:11][N:10]=[C:9]([C@H:12]3[CH2:16][CH2:15][C@H:14]([NH2:17])[CH2:13]3)[N:8]=2)[CH:6]=[CH:5][CH:4]=[CH:3][CH:2]=1.CCN(C(C)C)C(C)C.Cl[C:28]1[N:33]=[CH:32][N:31]=[C:30]2[N:34](C3CCCCO3)[N:35]=[CH:36][C:29]=12. Product: [C:1]1([C:7]2[O:11][N:10]=[C:9]([C@H:12]3[CH2:16][CH2:15][C@H:14]([NH:17][C:28]4[N:33]=[CH:32][N:31]=[C:30]5[NH:34][N:35]=[CH:36][C:29]=45)[CH2:13]3)[N:8]=2)[CH:2]=[CH:3][CH:4]=[CH:5][CH:6]=1. The catalyst class is: 51. (3) Reactant: ClC(Cl)(O[C:5](=[O:11])OC(Cl)(Cl)Cl)Cl.[NH2:13][C:14]1[CH:15]=[C:16]2[C:20](=[CH:21][CH:22]=1)[N:19]([CH3:23])[CH:18]=[C:17]2[CH:24]1[CH2:29][CH2:28][N:27]([C:30]([CH:32]2[CH2:36][CH2:35][CH2:34][CH2:33]2)=[O:31])[CH2:26][CH2:25]1.C(N(CC)CC)C. Product: [CH:32]1([C:30]([N:27]2[CH2:28][CH2:29][CH:24]([C:17]3[C:16]4[C:20](=[CH:21][CH:22]=[C:14]([N:13]=[C:5]=[O:11])[CH:15]=4)[N:19]([CH3:23])[CH:18]=3)[CH2:25][CH2:26]2)=[O:31])[CH2:33][CH2:34][CH2:35][CH2:36]1. The catalyst class is: 2. (4) Reactant: [C:1]([OH:8])(=[O:7])[CH2:2][CH2:3][C:4]([OH:6])=[O:5].C(N([CH:15]([CH3:17])[CH3:16])CC)(C)C.Br[CH:19]1[O:23][C:22]([CH3:25])([CH3:24])[O:21][C:20]1=[O:26]. Product: [CH3:17][C:15]1([CH3:16])[O:23][CH:19]([O:5][C:4](=[O:6])[CH2:3][CH2:2][C:1]([O:8][CH:19]2[C:20](=[O:26])[O:21][C:22]([CH3:25])([CH3:24])[O:23]2)=[O:7])[C:20](=[O:21])[O:26]1. The catalyst class is: 115. (5) Reactant: C1C=CC(P(C2C(C3C(P(C4C=CC=CC=4)C4C=CC=CC=4)=CC=C4C=3C=CC=C4)=C3C(C=CC=C3)=CC=2)C2C=CC=CC=2)=CC=1.[C:47]([O:51][C:52]([N:54]1[CH2:63][CH2:62][C:57]2([CH2:61][NH:60][CH2:59][CH2:58]2)[CH2:56][CH2:55]1)=[O:53])([CH3:50])([CH3:49])[CH3:48].Cl.Br[C:66]1[CH:71]=[CH:70][N:69]=[CH:68][CH:67]=1. Product: [C:47]([O:51][C:52]([N:54]1[CH2:55][CH2:56][C:57]2([CH2:61][N:60]([C:66]3[CH:71]=[CH:70][N:69]=[CH:68][CH:67]=3)[CH2:59][CH2:58]2)[CH2:62][CH2:63]1)=[O:53])([CH3:50])([CH3:48])[CH3:49]. The catalyst class is: 222. (6) Reactant: [CH3:1][N:2]1[CH2:6][CH2:5][CH2:4][CH:3]1[CH2:7][O:8][C:9]1[CH:10]=[C:11]2[C:16](=[CH:17][CH:18]=1)[CH:15]=[C:14]([C:19]1[C:27]3[C:22](=[CH:23][CH:24]=[C:25]([C:28]#[N:29])[CH:26]=3)[N:21](C3CCCCO3)[N:20]=1)[CH:13]=[CH:12]2.[OH-].[K+].Cl.CN(C)CCCN=C=NCC.O.[OH:51]N1C2C=CC=CC=2N=N1.C(N(CC)CC)C.[CH3:68][C:69]([CH3:74])([CH3:73])[CH2:70][CH2:71]N. Product: [CH3:68][C:69]([CH3:74])([CH3:73])[CH2:70][CH2:71][NH:29][C:28]([C:25]1[CH:26]=[C:27]2[C:22](=[CH:23][CH:24]=1)[NH:21][N:20]=[C:19]2[C:14]1[CH:13]=[CH:12][C:11]2[C:16](=[CH:17][CH:18]=[C:9]([O:8][CH2:7][CH:3]3[CH2:4][CH2:5][CH2:6][N:2]3[CH3:1])[CH:10]=2)[CH:15]=1)=[O:51]. The catalyst class is: 40. (7) Reactant: [C:1]([C:4]1[CH:9]=[CH:8][C:7]([C:10]2[CH:15]=[CH:14][N:13]([CH2:16][CH2:17][C:18]([CH3:27])([S:23]([CH3:26])(=[O:25])=[O:24])[C:19]([NH:21][OH:22])=[O:20])[C:12](=[O:28])[CH:11]=2)=[CH:6][CH:5]=1)(=O)[CH3:2].Cl.[CH3:30][O:31][NH2:32].C([O-])(=O)C.[Na+]. Product: [OH:22][NH:21][C:19](=[O:20])[C:18]([CH3:27])([S:23]([CH3:26])(=[O:25])=[O:24])[CH2:17][CH2:16][N:13]1[CH:14]=[CH:15][C:10]([C:7]2[CH:8]=[CH:9][C:4](/[C:1](=[N:32]/[O:31][CH3:30])/[CH3:2])=[CH:5][CH:6]=2)=[CH:11][C:12]1=[O:28]. The catalyst class is: 8. (8) Reactant: [C:1](=[O:22])([O:20][CH3:21])[O:2][C:3]1[CH:8]=[C:7]([N+:9]([O-])=O)[C:6]([F:12])=[CH:5][C:4]=1[C:13]1([CH3:19])[CH2:18][CH2:17][CH2:16][CH2:15][CH2:14]1.C([O-])=O.[NH4+].C(OCC)(=O)C. Product: [C:1](=[O:22])([O:20][CH3:21])[O:2][C:3]1[CH:8]=[C:7]([NH2:9])[C:6]([F:12])=[CH:5][C:4]=1[C:13]1([CH3:19])[CH2:18][CH2:17][CH2:16][CH2:15][CH2:14]1. The catalyst class is: 19. (9) Reactant: [C:1]1([C:11]([OH:13])=O)[C:10]2[CH2:9][CH2:8][CH2:7][CH2:6][C:5]=2[CH:4]=[CH:3][CH:2]=1.C(Cl)(=O)C(Cl)=O.[CH2:20]([O:22][C:23]([C:25]1([NH2:34])[CH2:33][C:32]2[C:27](=[CH:28][CH:29]=[CH:30][CH:31]=2)[CH2:26]1)=[O:24])[CH3:21].CCN(C(C)C)C(C)C. Product: [CH2:20]([O:22][C:23]([C:25]1([NH:34][C:11]([C:1]2[C:10]3[CH2:9][CH2:8][CH2:7][CH2:6][C:5]=3[CH:4]=[CH:3][CH:2]=2)=[O:13])[CH2:33][C:32]2[C:27](=[CH:28][CH:29]=[CH:30][CH:31]=2)[CH2:26]1)=[O:24])[CH3:21]. The catalyst class is: 2. (10) Reactant: Br[C:2]1[C:3]([O:8][C:9]2[CH:21]=[CH:20][C:12]3[N:13]([CH2:16][CH:17]4[CH2:19][CH2:18]4)[N:14]=[N:15][C:11]=3[C:10]=2[Cl:22])=[N:4][CH:5]=[CH:6][CH:7]=1.C([Li])CCC.[CH3:28][C:29]([CH3:31])=[O:30].O. Product: [Cl:22][C:10]1[C:11]2[N:15]=[N:14][N:13]([CH2:16][CH:17]3[CH2:19][CH2:18]3)[C:12]=2[CH:20]=[CH:21][C:9]=1[O:8][C:3]1[C:2]([C:29]([OH:30])([CH3:31])[CH3:28])=[CH:7][CH:6]=[CH:5][N:4]=1. The catalyst class is: 7.